From a dataset of NCI-60 drug combinations with 297,098 pairs across 59 cell lines. Regression. Given two drug SMILES strings and cell line genomic features, predict the synergy score measuring deviation from expected non-interaction effect. (1) Drug 1: CN(CC1=CN=C2C(=N1)C(=NC(=N2)N)N)C3=CC=C(C=C3)C(=O)NC(CCC(=O)O)C(=O)O. Drug 2: C1CN(CCN1C(=O)CCBr)C(=O)CCBr. Cell line: OVCAR3. Synergy scores: CSS=48.1, Synergy_ZIP=-0.567, Synergy_Bliss=2.01, Synergy_Loewe=-29.9, Synergy_HSA=-0.771. (2) Drug 1: CC1=C2C(C(=O)C3(C(CC4C(C3C(C(C2(C)C)(CC1OC(=O)C(C(C5=CC=CC=C5)NC(=O)OC(C)(C)C)O)O)OC(=O)C6=CC=CC=C6)(CO4)OC(=O)C)O)C)O. Drug 2: C1=CC=C(C=C1)NC(=O)CCCCCCC(=O)NO. Cell line: EKVX. Synergy scores: CSS=5.14, Synergy_ZIP=-4.07, Synergy_Bliss=-5.89, Synergy_Loewe=-1.27, Synergy_HSA=-2.11. (3) Drug 1: COC1=CC(=CC(=C1O)OC)C2C3C(COC3=O)C(C4=CC5=C(C=C24)OCO5)OC6C(C(C7C(O6)COC(O7)C8=CC=CS8)O)O. Drug 2: CN(C)N=NC1=C(NC=N1)C(=O)N. Cell line: LOX IMVI. Synergy scores: CSS=60.0, Synergy_ZIP=3.06, Synergy_Bliss=2.41, Synergy_Loewe=8.28, Synergy_HSA=10.4.